Task: Predict the reactants needed to synthesize the given product.. Dataset: Full USPTO retrosynthesis dataset with 1.9M reactions from patents (1976-2016) (1) The reactants are: C(OC(=O)[NH:7][CH2:8][C:9]1([C:13]2[CH:18]=[CH:17][C:16]([C:19]3[C:20]4[C:21]5[CH:35]=[CH:34][S:33][C:22]=5[C:23](=[O:32])[NH:24][C:25]=4[C:26]([Cl:31])=[CH:27][C:28]=3[O:29][CH3:30])=[CH:15][CH:14]=2)[CH2:12][CH2:11][CH2:10]1)(C)(C)C.C(O)(C(F)(F)F)=O. Given the product [ClH:31].[NH2:7][CH2:8][C:9]1([C:13]2[CH:14]=[CH:15][C:16]([C:19]3[C:20]4[C:21]5[CH:35]=[CH:34][S:33][C:22]=5[C:23](=[O:32])[NH:24][C:25]=4[C:26]([Cl:31])=[CH:27][C:28]=3[O:29][CH3:30])=[CH:17][CH:18]=2)[CH2:10][CH2:11][CH2:12]1, predict the reactants needed to synthesize it. (2) Given the product [Br:1][C:2]1[CH:3]=[N:4][C:5]2[N:6]([N:8]=[C:9]([C:11]([N:27]3[CH2:26][CH2:25][N:24]4[C:20]([C:18]5[CH:19]=[N:14][CH:15]=[N:16][CH:17]=5)=[CH:21][CH:22]=[C:23]4[CH2:28]3)=[O:13])[CH:10]=2)[CH:7]=1, predict the reactants needed to synthesize it. The reactants are: [Br:1][C:2]1[CH:3]=[N:4][C:5]2[N:6]([N:8]=[C:9]([C:11]([OH:13])=O)[CH:10]=2)[CH:7]=1.[N:14]1[CH:19]=[C:18]([C:20]2[N:24]3[CH2:25][CH2:26][NH:27][CH2:28][C:23]3=[CH:22][CH:21]=2)[CH:17]=[N:16][CH:15]=1. (3) The reactants are: N#N.[CH:3]([NH:5][C:6](=[C:12]([CH3:14])[CH3:13])[C:7]([O:9][CH2:10][CH3:11])=[O:8])=O.C1(P(C2C=CC=CC=2)C2C=CC=CC=2)C=CC=CC=1.C(Cl)(Cl)(Cl)Cl.CCN(CC)CC. Given the product [N+:5]([C:6](=[C:12]([CH3:13])[CH3:14])[C:7]([O:9][CH2:10][CH3:11])=[O:8])#[C-:3], predict the reactants needed to synthesize it.